This data is from Peptide-MHC class II binding affinity with 134,281 pairs from IEDB. The task is: Regression. Given a peptide amino acid sequence and an MHC pseudo amino acid sequence, predict their binding affinity value. This is MHC class II binding data. (1) The peptide sequence is MTEQQWNFAGIEAAA. The MHC is HLA-DQA10101-DQB10501 with pseudo-sequence HLA-DQA10101-DQB10501. The binding affinity (normalized) is 0.219. (2) The peptide sequence is CLKDRMNFDIPEEIK. The MHC is DRB3_0101 with pseudo-sequence DRB3_0101. The binding affinity (normalized) is 0.0999. (3) The peptide sequence is AAEVLVVLSELPDFL. The MHC is DRB1_0301 with pseudo-sequence DRB1_0301. The binding affinity (normalized) is 0.394.